This data is from Catalyst prediction with 721,799 reactions and 888 catalyst types from USPTO. The task is: Predict which catalyst facilitates the given reaction. (1) Reactant: C(N(CC)CC)C.Cl.[NH2:9][OH:10].[O:11]=[S:12]1(=[O:34])[C:17]2[CH:18]=[C:19]([O:22][C:23]3[CH:24]=[C:25]([CH:28]=[CH:29][CH:30]=3)[C:26]#[N:27])[CH:20]=[CH:21][C:16]=2[N:15]2[CH2:31][CH2:32][CH2:33][C:14]2=[N:13]1. Product: [O:34]=[S:12]1(=[O:11])[C:17]2[CH:18]=[C:19]([O:22][C:23]3[CH:24]=[C:25]([C:26](=[N:9][OH:10])[NH2:27])[CH:28]=[CH:29][CH:30]=3)[CH:20]=[CH:21][C:16]=2[N:15]2[CH2:31][CH2:32][CH2:33][C:14]2=[N:13]1. The catalyst class is: 16. (2) Reactant: [CH:1]1([N:6]2[CH2:12][C:11]([CH3:14])([CH3:13])[CH2:10][NH:9][C:8]3[CH:15]=[N:16][C:17]([NH:19][C:20]4[CH:21]([C:25](=O)[CH:26]=[CH:27][C:28]=4[O:29][CH3:30])C([O-])=O)=[N:18][C:7]2=3)[CH2:5][CH2:4][CH2:3][CH2:2]1.[C:32](=[O:35])([O-])[O-:33].[Cs+].[Cs+].[CH3:38]I.CN([CH:43]=[O:44])C. Product: [CH:1]1([N:6]2[CH2:12][C:11]([CH3:13])([CH3:14])[C:43](=[O:44])[N:9]([CH3:10])[C:8]3[CH:15]=[N:16][C:17]([NH:19][C:20]4[CH:21]=[CH:25][C:26]([C:32]([O:33][CH3:38])=[O:35])=[CH:27][C:28]=4[O:29][CH3:30])=[N:18][C:7]2=3)[CH2:5][CH2:4][CH2:3][CH2:2]1. The catalyst class is: 413. (3) Reactant: [C:1]1([C:7]2[CH:16]=[CH:15][CH:14]=[C:13]3[C:8]=2[C:9]([NH:28][CH2:29][C:30]2[CH:35]=[CH:34][CH:33]=[CH:32][N:31]=2)=[N:10][C:11]([C:17]2[CH:18]=[N:19][CH:20]=[C:21]([CH:27]=2)[C:22]([O:24]CC)=O)=[N:12]3)[CH:6]=[CH:5][CH:4]=[CH:3][CH:2]=1.O.[NH2:37][NH2:38]. Product: [C:1]1([C:7]2[CH:16]=[CH:15][CH:14]=[C:13]3[C:8]=2[C:9]([NH:28][CH2:29][C:30]2[CH:35]=[CH:34][CH:33]=[CH:32][N:31]=2)=[N:10][C:11]([C:17]2[CH:18]=[N:19][CH:20]=[C:21]([CH:27]=2)[C:22]([NH:37][NH2:38])=[O:24])=[N:12]3)[CH:2]=[CH:3][CH:4]=[CH:5][CH:6]=1. The catalyst class is: 8.